From a dataset of Reaction yield outcomes from USPTO patents with 853,638 reactions. Predict the reaction yield, written as a fraction of the theoretical maximum amount of product (1.0 means a 100% yield; for example, 0.34 means a 34% yield). (1) The reactants are [Cl:1][C:2]1[N:7]=[N:6][C:5]([NH2:8])=[CH:4][CH:3]=1.C(=O)(O)[O-].[Na+].[Br:14]Br. The catalyst is CO. The product is [Br:14][C:4]1[CH:3]=[C:2]([Cl:1])[N:7]=[N:6][C:5]=1[NH2:8]. The yield is 0.500. (2) The reactants are Cl[CH2:2][CH2:3][CH2:4][N:5]1[C:10]2[CH:11]=[CH:12][CH:13]=[CH:14][C:9]=2[O:8][CH2:7][C:6]1=[O:15].C([O-])([O-])=O.[K+].[K+].[Na+].[I-].[CH:24](=[C:28]1[CH2:33][CH2:32][NH:31][CH2:30][CH2:29]1)[CH2:25][CH2:26][CH3:27]. The catalyst is C(Cl)Cl.CO. The product is [CH:24](=[C:28]1[CH2:33][CH2:32][N:31]([CH2:2][CH2:3][CH2:4][N:5]2[C:10]3[CH:11]=[CH:12][CH:13]=[CH:14][C:9]=3[O:8][CH2:7][C:6]2=[O:15])[CH2:30][CH2:29]1)[CH2:25][CH2:26][CH3:27]. The yield is 0.710. (3) The reactants are [Cl:1][C:2]1[CH:3]=[C:4]([C@@H:12]([CH2:16][CH:17]2[CH2:20][C:19](=[O:21])[CH2:18]2)[C:13](Cl)=[O:14])[CH:5]=[CH:6][C:7]=1[S:8]([CH3:11])(=[O:10])=[O:9].[NH2:22][C:23]1[CH:27]=[CH:26][N:25]([CH2:28][C:29]([CH3:32])([OH:31])[CH3:30])[N:24]=1.N1C(C)=CC=CC=1C. The catalyst is C(Cl)Cl. The product is [Cl:1][C:2]1[CH:3]=[C:4]([C@@H:12]([CH2:16][CH:17]2[CH2:20][C:19](=[O:21])[CH2:18]2)[C:13]([NH:22][C:23]2[CH:27]=[CH:26][N:25]([CH2:28][C:29]([OH:31])([CH3:30])[CH3:32])[N:24]=2)=[O:14])[CH:5]=[CH:6][C:7]=1[S:8]([CH3:11])(=[O:10])=[O:9]. The yield is 0.630. (4) The reactants are [C:1]([C:4]1[C:12]2[C:7](=[CH:8][CH:9]=[CH:10][CH:11]=2)[N:6]([C:13]2[CH:18]=[CH:17][N:16]=[C:15]([NH:19][CH:20]3[CH2:25][CH2:24][CH:23]([C:26](O)=[O:27])[CH2:22][CH2:21]3)[N:14]=2)[CH:5]=1)(=[O:3])[NH2:2].F[P-](F)(F)(F)(F)F.N1(O[P+](N(C)C)(N(C)C)N(C)C)C2C=CC=CC=2N=N1.CCN(C(C)C)C(C)C.[CH3:65][N:66]([CH:68]1[CH2:73][CH2:72][NH:71][CH2:70][CH2:69]1)[CH3:67]. The catalyst is C1COCC1. The product is [CH3:65][N:66]([CH3:67])[CH:68]1[CH2:73][CH2:72][N:71]([C:26]([CH:23]2[CH2:24][CH2:25][CH:20]([NH:19][C:15]3[N:14]=[C:13]([N:6]4[C:7]5[C:12](=[CH:11][CH:10]=[CH:9][CH:8]=5)[C:4]([C:1]([NH2:2])=[O:3])=[CH:5]4)[CH:18]=[CH:17][N:16]=3)[CH2:21][CH2:22]2)=[O:27])[CH2:70][CH2:69]1. The yield is 0.403. (5) The reactants are [Br:1][C:2]1[CH:7]=[CH:6][C:5]([CH:8]([NH:15][CH3:16])[CH2:9][N:10]2[CH2:14][CH2:13][CH2:12][CH2:11]2)=[CH:4][CH:3]=1.[Cl:17][C:18]1[CH:19]=[C:20]([N:25]([CH2:30][CH2:31][O:32][CH3:33])[CH2:26][C:27]([OH:29])=O)[CH:21]=[CH:22][C:23]=1[Cl:24].[Li].C(N(CC)CC)C.F[P-](F)(F)(F)(F)F.N1(O[P+](N(C)C)(N(C)C)N(C)C)C2C=CC=CC=2N=N1.FC(F)(F)C(O)=O.C(=O)(O)[O-].[Na+]. The catalyst is CN(C=O)C.CCOCC.C(OCC)(=O)C.O.CC#N.O. The product is [Br:1][C:2]1[CH:7]=[CH:6][C:5]([CH:8]([N:15]([CH3:16])[C:27](=[O:29])[CH2:26][N:25]([C:20]2[CH:21]=[CH:22][C:23]([Cl:24])=[C:18]([Cl:17])[CH:19]=2)[CH2:30][CH2:31][O:32][CH3:33])[CH2:9][N:10]2[CH2:14][CH2:13][CH2:12][CH2:11]2)=[CH:4][CH:3]=1. The yield is 0.670. (6) The reactants are [N+:1]([C:4]1[CH:9]=[CH:8][CH:7]=[CH:6][C:5]=1[S:10](Cl)(=[O:12])=[O:11])([O-:3])=[O:2].Cl.[CH2:15]([O:22][NH2:23])[C:16]1[CH:21]=[CH:20][CH:19]=[CH:18][CH:17]=1. The catalyst is N1C=CC=CC=1. The product is [CH2:15]([O:22][NH:23][S:10]([C:5]1[CH:6]=[CH:7][CH:8]=[CH:9][C:4]=1[N+:1]([O-:3])=[O:2])(=[O:12])=[O:11])[C:16]1[CH:21]=[CH:20][CH:19]=[CH:18][CH:17]=1. The yield is 0.626.